Dataset: Forward reaction prediction with 1.9M reactions from USPTO patents (1976-2016). Task: Predict the product of the given reaction. (1) Given the reactants ClN[NH:3][C:4]1[CH:5]=[C:6]([CH:11]=[CH:12][C:13]=1[O:14][CH3:15])[C:7]([O:9][CH3:10])=[O:8].[C:16]([N:23]1[CH2:28][CH2:27][C:26](=O)[CH2:25][CH2:24]1)([O:18][C:19]([CH3:22])([CH3:21])[CH3:20])=[O:17].C(OCC)(=O)C, predict the reaction product. The product is: [CH3:15][O:14][C:13]1[C:4]2[NH:3][C:26]3[CH2:27][CH2:28][N:23]([C:16]([O:18][C:19]([CH3:22])([CH3:21])[CH3:20])=[O:17])[CH2:24][C:25]=3[C:5]=2[C:6]([C:7]([O:9][CH3:10])=[O:8])=[CH:11][CH:12]=1. (2) Given the reactants [NH2:1][C:2]1[C:3]([CH3:13])=[C:4]([CH:9]=[C:10]([Br:12])[CH:11]=1)[C:5]([O:7][CH3:8])=[O:6].[C:14]([O:18][C:19](=[O:28])[NH:20][CH:21]1[CH2:26][CH2:25][C:24](=O)[CH2:23][CH2:22]1)([CH3:17])([CH3:16])[CH3:15].C(O)(=O)C.C([BH3-])#N.[Na+], predict the reaction product. The product is: [Br:12][C:10]1[CH:11]=[C:2]([NH:1][CH:24]2[CH2:23][CH2:22][CH:21]([NH:20][C:19]([O:18][C:14]([CH3:17])([CH3:16])[CH3:15])=[O:28])[CH2:26][CH2:25]2)[C:3]([CH3:13])=[C:4]([CH:9]=1)[C:5]([O:7][CH3:8])=[O:6]. (3) The product is: [CH3:28][N:29]([CH2:21][C:19]1[CH:18]=[CH:17][C:15]2[NH:16][C:12]([C:8]3[C:7]([NH:6][C:4](=[O:5])[C:3]4[C:2]([F:1])=[CH:26][CH:25]=[CH:24][C:23]=4[F:27])=[CH:11][NH:10][N:9]=3)=[N:13][C:14]=2[CH:20]=1)[CH3:30]. Given the reactants [F:1][C:2]1[CH:26]=[CH:25][CH:24]=[C:23]([F:27])[C:3]=1[C:4]([NH:6][C:7]1[C:8]([C:12]2[NH:16][C:15]3[CH:17]=[CH:18][C:19]([CH:21]=O)=[CH:20][C:14]=3[N:13]=2)=[N:9][NH:10][CH:11]=1)=[O:5].[CH3:28][NH:29][CH3:30], predict the reaction product. (4) Given the reactants [OH:1][CH2:2][C:3]1[C:4]([C:18]([NH:20][C@H:21]([CH:23]([CH3:25])[CH3:24])[CH3:22])=[O:19])=[N:5][O:6][C:7]=1[C:8]1[CH:13]=[CH:12][C:11]([C:14]([F:17])([F:16])[F:15])=[CH:10][CH:9]=1.[CH3:26][S:27](Cl)(=[O:29])=[O:28].C(N(CC)CC)C, predict the reaction product. The product is: [CH3:26][S:27]([O:1][CH2:2][C:3]1[C:4]([C:18](=[O:19])[NH:20][C@H:21]([CH:23]([CH3:25])[CH3:24])[CH3:22])=[N:5][O:6][C:7]=1[C:8]1[CH:13]=[CH:12][C:11]([C:14]([F:15])([F:16])[F:17])=[CH:10][CH:9]=1)(=[O:29])=[O:28]. (5) The product is: [C:1]([O:4][C:5]([C:13](=[O:14])[CH3:15])([CH2:20]/[CH:21]=[C:22](/[CH3:23])\[CH2:24][CH2:25][CH:26]=[C:27]([CH3:29])[CH3:28])[C:6]([O:8][C:9]([CH3:10])([CH3:12])[CH3:11])=[O:7])(=[O:3])[CH3:2]. Given the reactants [C:1]([O:4][CH:5]([C:13]([CH3:15])=[O:14])[C:6]([O:8][C:9]([CH3:12])([CH3:11])[CH3:10])=[O:7])(=[O:3])[CH3:2].[H-].[Na+].[H][H].[CH2:20](Br)/[CH:21]=[C:22](\[CH2:24][CH2:25][CH:26]=[C:27]([CH3:29])[CH3:28])/[CH3:23], predict the reaction product. (6) Given the reactants [CH:1]1([C:4]2[CH:8]=[C:7]([N:9]3[CH2:49][CH2:48][C:12]4[N:13]=[C:14]([C:27]5[C:35]([CH3:36])=[CH:34][CH:33]=[C:32]6[C:28]=5[C:29]([CH3:47])=[N:30][N:31]6[S:37]([C:40]5[CH:46]=[CH:45][C:43]([CH3:44])=[CH:42][CH:41]=5)(=[O:39])=[O:38])[N:15]=[C:16]([N:17]5[CH2:22][CH2:21][C@@H:20]([O:23][CH3:24])[C:19]([CH3:26])([CH3:25])[CH2:18]5)[C:11]=4[CH2:10]3)[N:6]([CH3:50])[N:5]=2)[CH2:3][CH2:2]1.[Cl:51]N1C(=O)CCC1=O, predict the reaction product. The product is: [Cl:51][C:8]1[C:4]([CH:1]2[CH2:3][CH2:2]2)=[N:5][N:6]([CH3:50])[C:7]=1[N:9]1[CH2:49][CH2:48][C:12]2[N:13]=[C:14]([C:27]3[C:35]([CH3:36])=[CH:34][CH:33]=[C:32]4[C:28]=3[C:29]([CH3:47])=[N:30][N:31]4[S:37]([C:40]3[CH:41]=[CH:42][C:43]([CH3:44])=[CH:45][CH:46]=3)(=[O:39])=[O:38])[N:15]=[C:16]([N:17]3[CH2:22][CH2:21][C@@H:20]([O:23][CH3:24])[C:19]([CH3:25])([CH3:26])[CH2:18]3)[C:11]=2[CH2:10]1. (7) Given the reactants N[C:2]1[C:6]([CH2:7][C:8]2[CH:13]=[CH:12][CH:11]=[CH:10][CH:9]=2)=[C:5]([C:14]([O:16][CH2:17][CH3:18])=[O:15])[N:4]([CH2:19][C:20]2[CH:25]=[CH:24][C:23]([O:26][CH3:27])=[CH:22][CH:21]=2)[N:3]=1.[I:28]CI, predict the reaction product. The product is: [CH2:7]([C:6]1[C:2]([I:28])=[N:3][N:4]([CH2:19][C:20]2[CH:25]=[CH:24][C:23]([O:26][CH3:27])=[CH:22][CH:21]=2)[C:5]=1[C:14]([O:16][CH2:17][CH3:18])=[O:15])[C:8]1[CH:13]=[CH:12][CH:11]=[CH:10][CH:9]=1. (8) The product is: [CH2:11]([O:10][C:8](=[O:9])[C:7]([NH:6][C:3](=[O:5])[CH3:4])([C:19]1[CH:24]=[CH:23][C:22]([N+:25]([O-:27])=[O:26])=[CH:21][N:20]=1)[C:13]([O:15][CH2:16][CH3:17])=[O:14])[CH3:12]. Given the reactants [H-].[Na+].[C:3]([NH:6][CH:7]([C:13]([O:15][CH2:16][CH3:17])=[O:14])[C:8]([O:10][CH2:11][CH3:12])=[O:9])(=[O:5])[CH3:4].Cl[C:19]1[CH:24]=[CH:23][C:22]([N+:25]([O-:27])=[O:26])=[CH:21][N:20]=1, predict the reaction product. (9) Given the reactants [CH3:1][O:2][C:3]1[CH:4]=[C:5]([C:13]2[CH:14]=[CH:15][C:16]([N:19]([CH3:42])[CH2:20][CH2:21][N:22]([C:24]3[CH:29]=[CH:28][C:27]([C:30]4[CH:35]=[C:34]([O:36][CH3:37])[C:33]([O:38][CH3:39])=[C:32]([O:40][CH3:41])[CH:31]=4)=[CH:26][N:25]=3)[CH3:23])=[N:17][CH:18]=2)[CH:6]=[C:7]([O:11][CH3:12])[C:8]=1[O:9][CH3:10].[CH3:43][S:44]([OH:47])(=[O:46])=[O:45], predict the reaction product. The product is: [CH3:43][S:44]([OH:47])(=[O:46])=[O:45].[CH3:43][S:44]([OH:47])(=[O:46])=[O:45].[CH3:37][O:36][C:34]1[CH:35]=[C:30]([C:27]2[CH:28]=[CH:29][C:24]([N:22]([CH3:23])[CH2:21][CH2:20][N:19]([C:16]3[CH:15]=[CH:14][C:13]([C:5]4[CH:6]=[C:7]([O:11][CH3:12])[C:8]([O:9][CH3:10])=[C:3]([O:2][CH3:1])[CH:4]=4)=[CH:18][N:17]=3)[CH3:42])=[N:25][CH:26]=2)[CH:31]=[C:32]([O:40][CH3:41])[C:33]=1[O:38][CH3:39].